This data is from Reaction yield outcomes from USPTO patents with 853,638 reactions. The task is: Predict the reaction yield, written as a fraction of the theoretical maximum amount of product (1.0 means a 100% yield; for example, 0.34 means a 34% yield). (1) The yield is 0.990. The reactants are O.[OH-].[Li+].C[O:5][C:6](=[O:30])[C:7]1[CH:12]=[CH:11][C:10]([CH2:13][CH2:14][C:15]([N:17]2[CH2:22][CH2:21][N:20]([CH2:23][CH2:24][C:25]([CH3:28])([CH3:27])[CH3:26])[CH2:19][CH2:18]2)=[O:16])=[C:9]([CH3:29])[CH:8]=1. The catalyst is C1COCC1.O. The product is [CH3:26][C:25]([CH3:28])([CH3:27])[CH2:24][CH2:23][N:20]1[CH2:21][CH2:22][N:17]([C:15](=[O:16])[CH2:14][CH2:13][C:10]2[CH:11]=[CH:12][C:7]([C:6]([OH:30])=[O:5])=[CH:8][C:9]=2[CH3:29])[CH2:18][CH2:19]1. (2) The reactants are [Cl:1][C:2]1[S:6][C:5]([S:7]([N:10]([C:19]2[C:27]3[C:22](=[CH:23][CH:24]=[CH:25][C:26]=3[O:28][CH3:29])[NH:21][N:20]=2)COCC[Si](C)(C)C)(=[O:9])=[O:8])=[CH:4][CH:3]=1.C(=O)([O-])[O-].[K+].[K+].Cl[CH2:37][C:38]1[CH:39]=[C:40]([CH:44]=[CH:45][CH:46]=1)[C:41]([NH2:43])=[O:42].N1C2C(=CC=CC=2)C=N1.CCCC[N+](CCCC)(CCCC)CCCC.[F-].C1COCC1. The catalyst is C(Cl)Cl.O.CN(C=O)C. The product is [Cl:1][C:2]1[S:6][C:5]([S:7]([NH:10][C:19]2[C:27]3[C:22](=[CH:23][CH:24]=[CH:25][C:26]=3[O:28][CH3:29])[N:21]([CH2:37][C:38]3[CH:39]=[C:40]([CH:44]=[CH:45][CH:46]=3)[C:41]([NH2:43])=[O:42])[N:20]=2)(=[O:9])=[O:8])=[CH:4][CH:3]=1. The yield is 0.500. (3) The reactants are F[B-](F)(F)F.[O:6]=[N+:7]=[O:8].C(Cl)Cl.[Br:12][C:13]1[CH:18]=[CH:17][C:16]([F:19])=[CH:15][C:14]=1[CH3:20]. The catalyst is CCCCCC. The product is [Br:12][C:13]1[CH:18]=[C:17]([N+:7]([O-:8])=[O:6])[C:16]([F:19])=[CH:15][C:14]=1[CH3:20]. The yield is 0.530.